Dataset: Forward reaction prediction with 1.9M reactions from USPTO patents (1976-2016). Task: Predict the product of the given reaction. Given the reactants [F:1][C:2]1[CH:10]=[CH:9][CH:8]=[C:7]2[C:3]=1[C:4]([C:11]([NH:13][C@H:14]1[CH2:19][CH2:18][CH2:17][CH2:16][C@@H:15]1[OH:20])=[O:12])=[CH:5][NH:6]2.[C:21]([O:25][C:26]([N:28]1[CH2:33][CH2:32][CH:31]([CH2:34]OS(C)(=O)=O)[CH2:30][CH2:29]1)=[O:27])([CH3:24])([CH3:23])[CH3:22], predict the reaction product. The product is: [F:1][C:2]1[CH:10]=[CH:9][CH:8]=[C:7]2[C:3]=1[C:4]([C:11](=[O:12])[NH:13][C@H:14]1[CH2:19][CH2:18][CH2:17][CH2:16][C@@H:15]1[OH:20])=[CH:5][N:6]2[CH2:34][CH:31]1[CH2:32][CH2:33][N:28]([C:26]([O:25][C:21]([CH3:22])([CH3:24])[CH3:23])=[O:27])[CH2:29][CH2:30]1.